Predict the reactants needed to synthesize the given product. From a dataset of Retrosynthesis with 50K atom-mapped reactions and 10 reaction types from USPTO. (1) The reactants are: Cc1ccc(Cl)c(Oc2cc(Br)cc(C#N)c2)c1F.O=C1CCC(=O)N1Br. Given the product N#Cc1cc(Br)cc(Oc2c(Cl)ccc(CBr)c2F)c1, predict the reactants needed to synthesize it. (2) The reactants are: O=C(O)CC(=O)CCl.O=C(O)CS. Given the product O=C(O)CSCC(=O)CC(=O)O, predict the reactants needed to synthesize it.